From a dataset of Forward reaction prediction with 1.9M reactions from USPTO patents (1976-2016). Predict the product of the given reaction. (1) Given the reactants [NH2:1][C:2]1[N:7]=[C:6]([NH:8][C:9]2[CH:23]=[CH:22][C:12]([O:13][C:14]3[CH:19]=[CH:18][N:17]=[C:16]([C:20]#[N:21])[CH:15]=3)=[CH:11][CH:10]=2)[CH:5]=[C:4]([C:24]2[CH:29]=[CH:28][CH:27]=[CH:26][CH:25]=2)[N:3]=1.C([O-])(=O)C.[Na+].[Br:35]Br.ClCCl, predict the reaction product. The product is: [NH2:1][C:2]1[N:7]=[C:6]([NH:8][C:9]2[CH:23]=[CH:22][C:12]([O:13][C:14]3[CH:19]=[CH:18][N:17]=[C:16]([C:20]#[N:21])[CH:15]=3)=[CH:11][CH:10]=2)[C:5]([Br:35])=[C:4]([C:24]2[CH:25]=[CH:26][CH:27]=[CH:28][CH:29]=2)[N:3]=1. (2) Given the reactants [CH:1]1C=C[C:4]([CH2:7][O:8]C[O:8][CH2:7][C:4]2C=C[CH:1]=[CH:2][CH:3]=2)=[CH:3][CH:2]=1.[CH:18]1[CH:23]=[CH:22][C:21]([CH2:24]OCO)=[CH:20][CH:19]=1, predict the reaction product. The product is: [CH:18]1[CH:19]=[CH:20][C:21]([C:24]2[C:7]([OH:8])=[CH:4][CH:3]=[CH:2][CH:1]=2)=[CH:22][CH:23]=1. (3) Given the reactants F[C:2]1[CH:9]=[CH:8][C:5]([C:6]#[N:7])=[C:4]([C:10]([F:13])([F:12])[F:11])[C:3]=1[C:14]#[C:15][Si](C)(C)C.[NH2:20][C@@H:21]([C:23]1[CH:24]=[C:25]([CH:28]=[CH:29][CH:30]=1)[C:26]#[N:27])[CH3:22].C([O-])([O-])=O.[K+].[K+].C([O-])(O)=O.[Na+], predict the reaction product. The product is: [C:26]([C:25]1[CH:24]=[C:23]([C@H:21]([N:20]2[C:2]3[C:3](=[C:4]([C:10]([F:13])([F:12])[F:11])[C:5]([C:6]#[N:7])=[CH:8][CH:9]=3)[CH:14]=[CH:15]2)[CH3:22])[CH:30]=[CH:29][CH:28]=1)#[N:27]. (4) Given the reactants Cl[C:2]1[CH:7]=[CH:6][C:5]([B:8]2[O:12][C:11]([CH3:14])([CH3:13])[C:10]([CH3:16])([CH3:15])[O:9]2)=[CH:4][N:3]=1.CN.C[CH2:20][N:21](C(C)C)C(C)C, predict the reaction product. The product is: [CH3:20][NH:21][C:2]1[CH:7]=[CH:6][C:5]([B:8]2[O:12][C:11]([CH3:14])([CH3:13])[C:10]([CH3:16])([CH3:15])[O:9]2)=[CH:4][N:3]=1. (5) Given the reactants S(Cl)([Cl:3])=O.[Cl:5][C:6]1[CH:7]=[C:8]([C:12]2[C:21]3[C:16](=[CH:17][CH:18]=[C:19]([CH:22](O)[C:23]4[S:24][CH:25]=[C:26]([C:28]5[CH:33]=[CH:32][CH:31]=[CH:30][CH:29]=5)[N:27]=4)[CH:20]=3)[NH:15][C:14](=[O:35])[C:13]=2[C:36]([O:38][CH2:39][CH3:40])=[O:37])[CH:9]=[CH:10][CH:11]=1, predict the reaction product. The product is: [Cl:5][C:6]1[CH:7]=[C:8]([C:12]2[C:21]3[C:16](=[CH:17][CH:18]=[C:19]([CH:22]([Cl:3])[C:23]4[S:24][CH:25]=[C:26]([C:28]5[CH:29]=[CH:30][CH:31]=[CH:32][CH:33]=5)[N:27]=4)[CH:20]=3)[NH:15][C:14](=[O:35])[C:13]=2[C:36]([O:38][CH2:39][CH3:40])=[O:37])[CH:9]=[CH:10][CH:11]=1. (6) Given the reactants [CH3:1][C:2]1([OH:15])[CH2:5][N:4]([C:6]2[CH:7]=[N:8][C:9]([N+:12]([O-])=O)=[CH:10][CH:11]=2)[CH2:3]1, predict the reaction product. The product is: [NH2:12][C:9]1[N:8]=[CH:7][C:6]([N:4]2[CH2:5][C:2]([CH3:1])([OH:15])[CH2:3]2)=[CH:11][CH:10]=1. (7) The product is: [F:1][C:2]1[CH:9]=[CH:8][C:7]([F:10])=[CH:6][C:3]=1[CH:4]1[C:15]2[NH:16][C:17]3[C:22]([C:14]=2[CH2:13][CH2:12][O:5]1)=[CH:21][CH:20]=[CH:19][CH:18]=3. Given the reactants [F:1][C:2]1[CH:9]=[CH:8][C:7]([F:10])=[CH:6][C:3]=1[CH:4]=[O:5].O[CH2:12][CH2:13][C:14]1[C:22]2[C:17](=[CH:18][CH:19]=[CH:20][CH:21]=2)[NH:16][CH:15]=1.FC(F)(F)C(O)=O, predict the reaction product. (8) Given the reactants [CH3:1][C:2]1([N:7]2[CH2:12][CH2:11][CH:10]([N:13]3[C@@H:17]4[CH2:18][CH2:19][CH2:20][CH2:21][C@H:16]4[NH:15][C:14]3=[O:22])[CH2:9][CH2:8]2)[CH2:6][CH2:5][NH:4][CH2:3]1.Cl[C:24]([O:26][CH2:27][CH3:28])=[O:25], predict the reaction product. The product is: [O:22]=[C:14]1[N:13]([CH:10]2[CH2:11][CH2:12][N:7]([C:2]3([CH3:1])[CH2:6][CH2:5][N:4]([C:24]([O:26][CH2:27][CH3:28])=[O:25])[CH2:3]3)[CH2:8][CH2:9]2)[C@@H:17]2[CH2:18][CH2:19][CH2:20][CH2:21][C@H:16]2[NH:15]1. (9) Given the reactants OCC(C)(CO)C.C([O:15][CH2:16][CH:17]([CH2:22][CH3:23])[CH2:18][CH2:19][CH2:20][CH3:21])(=O)CCCCC([O:15][CH2:16][CH:17]([CH2:22][CH3:23])[CH2:18][CH2:19][CH2:20][CH3:21])=O.C[O-].[Na+], predict the reaction product. The product is: [CH2:22]([CH:17]([CH2:18][CH2:19][CH2:20][CH3:21])[CH2:16][OH:15])[CH3:23].